From a dataset of Peptide-MHC class II binding affinity with 134,281 pairs from IEDB. Regression. Given a peptide amino acid sequence and an MHC pseudo amino acid sequence, predict their binding affinity value. This is MHC class II binding data. The peptide sequence is FPGQQQQFPPQQPYPQPQPF. The MHC is HLA-DQA10501-DQB10201 with pseudo-sequence HLA-DQA10501-DQB10201. The binding affinity (normalized) is 0.